Dataset: TCR-epitope binding with 47,182 pairs between 192 epitopes and 23,139 TCRs. Task: Binary Classification. Given a T-cell receptor sequence (or CDR3 region) and an epitope sequence, predict whether binding occurs between them. The epitope is LEPLVDLPI. The TCR CDR3 sequence is CASSLVGLNTEAFF. Result: 0 (the TCR does not bind to the epitope).